Dataset: Catalyst prediction with 721,799 reactions and 888 catalyst types from USPTO. Task: Predict which catalyst facilitates the given reaction. (1) Reactant: [CH3:1][Li].[CH2:3]([N:10]1[CH2:15][CH2:14][C:13](=[O:16])[CH2:12][CH2:11]1)[C:4]1[CH:9]=[CH:8][CH:7]=[CH:6][CH:5]=1.O. Product: [CH2:3]([N:10]1[CH2:15][CH2:14][C:13]([CH3:1])([OH:16])[CH2:12][CH2:11]1)[C:4]1[CH:5]=[CH:6][CH:7]=[CH:8][CH:9]=1. The catalyst class is: 28. (2) Reactant: [CH3:1][C:2]1[C:11]2[C:6](=[C:7]([N+:12]([O-])=O)[CH:8]=[CH:9][CH:10]=2)[CH:5]=[C:4]([CH3:15])[N:3]=1. Product: [NH2:12][C:7]1[CH:8]=[CH:9][CH:10]=[C:11]2[C:6]=1[CH:5]=[C:4]([CH3:15])[N:3]=[C:2]2[CH3:1]. The catalyst class is: 43. (3) Reactant: [Cl-].[Al+3].[Cl-].[Cl-].[Br:5][C:6]1[CH:11]=[CH:10][C:9]([S:12][CH2:13][C:14]([CH3:17])(O)[CH3:15])=[CH:8][CH:7]=1. Product: [Br:5][C:6]1[CH:11]=[CH:10][C:9]2[S:12][CH2:13][C:14]([CH3:17])([CH3:15])[C:8]=2[CH:7]=1. The catalyst class is: 534. (4) Reactant: [CH3:1][O:2][C:3]([C@H:5]1[CH2:10][CH2:9][C@H:8]([NH2:11])[CH2:7][CH2:6]1)=[O:4].Cl[C:13]1[N:18]=[C:17]([N:19]2[C:23]3[CH:24]=[CH:25][CH:26]=[CH:27][C:22]=3[N:21]=[N:20]2)[C:16]([Cl:28])=[CH:15][N:14]=1. Product: [CH3:1][O:2][C:3]([CH:5]1[CH2:10][CH2:9][CH:8]([NH:11][C:13]2[N:18]=[C:17]([N:19]3[C:23]4[CH:24]=[CH:25][CH:26]=[CH:27][C:22]=4[N:21]=[N:20]3)[C:16]([Cl:28])=[CH:15][N:14]=2)[CH2:7][CH2:6]1)=[O:4]. The catalyst class is: 1.